This data is from Reaction yield outcomes from USPTO patents with 853,638 reactions. The task is: Predict the reaction yield, written as a fraction of the theoretical maximum amount of product (1.0 means a 100% yield; for example, 0.34 means a 34% yield). (1) The reactants are [OH:1][CH:2]1[CH2:7][CH2:6][CH:5]([NH:8][C:9](=[O:15])[O:10][C:11]([CH3:14])([CH3:13])[CH3:12])[CH2:4][CH2:3]1.C(N(CC)CC)C.[CH3:23][S:24](Cl)(=[O:26])=[O:25].O. The catalyst is ClCCl. The product is [CH3:23][S:24]([O:1][CH:2]1[CH2:7][CH2:6][CH:5]([NH:8][C:9](=[O:15])[O:10][C:11]([CH3:12])([CH3:14])[CH3:13])[CH2:4][CH2:3]1)(=[O:26])=[O:25]. The yield is 0.340. (2) The reactants are [Cl:1][C:2]1[CH:25]=[CH:24][CH:23]=[CH:22][C:3]=1[O:4][C:5]1[CH2:9][N:8]([CH:10]([CH2:14][CH:15]([CH3:20])[C:16]([F:19])([F:18])[F:17])[C:11]([OH:13])=O)[C:7](=[O:21])[CH:6]=1.[CH3:26]N(C)CCCN=C=NCC.ON1C2C=CC=CC=2N=N1.Cl.[OH:48][C@@H:49]([CH2:79]O)[CH2:50][N:51]1[CH:55]=[CH:54][C:53]([NH:56]C(=O)[C@@H](N2CC(OC3C=CC=C(Cl)C=3Cl)=CC2=O)CC(C)C)=[N:52]1. The catalyst is ClCCl. The product is [OH:48][C:49]([CH3:79])([CH3:26])[CH2:50][N:51]1[CH:55]=[CH:54][C:53]([NH:56][C:11](=[O:13])[CH:10]([N:8]2[CH2:9][C:5]([O:4][C:3]3[CH:22]=[CH:23][CH:24]=[CH:25][C:2]=3[Cl:1])=[CH:6][C:7]2=[O:21])[CH2:14][CH:15]([CH3:20])[C:16]([F:17])([F:18])[F:19])=[N:52]1. The yield is 0.590. (3) The reactants are [CH3:1]C1C=CC(S([O-])(=O)=O)=CC=1.C1C=C[NH+]=CC=1.C([O:21][CH2:22][CH2:23][C:24]1([C:30]([O:32][CH3:33])=[O:31])[CH2:28][CH2:27][CH2:26][C:25]1=[O:29])(=O)C.C(=O)([O-])[O-].[K+].[K+]. The catalyst is CO. The product is [CH3:1][O:29][C:25]12[CH2:26][CH2:27][CH2:28][C:24]1([C:30]([O:32][CH3:33])=[O:31])[CH2:23][CH2:22][O:21]2. The yield is 0.850. (4) The reactants are [CH2:1]([O:3][C:4](=[O:14])[CH:5]([C:7]1[S:8][C:9]([Cl:13])=[C:10]([Cl:12])[CH:11]=1)O)[CH3:2].C[C:16](C)(C)[C:17]([O-:20])([O-])[O-:18].[C:23](O)(=O)CCCCC. The catalyst is C1C2C(CCCC2)CCC1. The product is [CH2:1]([O:3][C:4](=[O:14])[CH2:5][C:7]1[S:8][C:9]([Cl:13])=[C:10]([Cl:12])[C:11]=1[CH2:16][C:17]([O:20][CH3:23])=[O:18])[CH3:2]. The yield is 0.290. (5) The reactants are [CH:1](=[C:8]1[CH:16](Br)[C:15]2[C:10](=[CH:11][CH:12]=[CH:13][CH:14]=2)[C:9]1=[O:18])[C:2]1[CH:7]=[CH:6][CH:5]=[CH:4][CH:3]=1.[CH:19]1([NH2:26])[CH2:25][CH2:24][CH2:23][CH2:22][CH2:21][CH2:20]1. The catalyst is C1C=CC=CC=1. The product is [CH:1](=[C:8]1[CH:16]([NH:26][CH:19]2[CH2:25][CH2:24][CH2:23][CH2:22][CH2:21][CH2:20]2)[C:15]2[C:10](=[CH:11][CH:12]=[CH:13][CH:14]=2)[C:9]1=[O:18])[C:2]1[CH:7]=[CH:6][CH:5]=[CH:4][CH:3]=1. The yield is 0.820. (6) The reactants are Br[C:2]1[C:3]([C:9]([F:12])([F:11])[F:10])=[CH:4][C:5]([NH2:8])=[N:6][CH:7]=1.C([Sn](CCCC)(CCCC)[C:18]([O:20][CH2:21][CH3:22])=[CH2:19])CCC. The product is [CH2:21]([O:20][C:18]([C:2]1[C:3]([C:9]([F:12])([F:11])[F:10])=[CH:4][C:5]([NH2:8])=[N:6][CH:7]=1)=[CH2:19])[CH3:22]. The yield is 0.830. The catalyst is CN(C)C=O.[Cl-].[Na+].O.Cl[Pd](Cl)([P](C1C=CC=CC=1)(C1C=CC=CC=1)C1C=CC=CC=1)[P](C1C=CC=CC=1)(C1C=CC=CC=1)C1C=CC=CC=1.